Dataset: Reaction yield outcomes from USPTO patents with 853,638 reactions. Task: Predict the reaction yield, written as a fraction of the theoretical maximum amount of product (1.0 means a 100% yield; for example, 0.34 means a 34% yield). (1) The reactants are [CH3:1][C:2]([C:6]1[CH:11]=[CH:10][C:9]([N+:12]([O-:14])=[O:13])=[CH:8][CH:7]=1)([CH3:5])[CH2:3][NH2:4].[OH-].[Na+].[CH3:17][C:18]([O:21][C:22](O[C:22]([O:21][C:18]([CH3:20])([CH3:19])[CH3:17])=[O:23])=[O:23])([CH3:20])[CH3:19].OS([O-])(=O)=O.[K+]. The catalyst is O1CCOCC1.O. The product is [CH3:5][C:2]([C:6]1[CH:11]=[CH:10][C:9]([N+:12]([O-:14])=[O:13])=[CH:8][CH:7]=1)([CH3:1])[CH2:3][NH:4][C:22](=[O:23])[O:21][C:18]([CH3:20])([CH3:19])[CH3:17]. The yield is 0.800. (2) The reactants are [C:1]([C:3]1[C:4]([NH2:10])=[N:5][C:6]([NH2:9])=[CH:7][CH:8]=1)#[CH:2].[CH2:11]([O:18][C:19]1[CH:24]=[CH:23][C:22]([CH2:25][C:26](Cl)=[N:27][OH:28])=[CH:21][N:20]=1)[C:12]1[CH:17]=[CH:16][CH:15]=[CH:14][CH:13]=1.C(N(CC)CC)C. The catalyst is O1CCCC1. The product is [CH2:11]([O:18][C:19]1[N:20]=[CH:21][C:22]([CH2:25][C:26]2[CH:2]=[C:1]([C:3]3[C:4]([NH2:10])=[N:5][C:6]([NH2:9])=[CH:7][CH:8]=3)[O:28][N:27]=2)=[CH:23][CH:24]=1)[C:12]1[CH:13]=[CH:14][CH:15]=[CH:16][CH:17]=1. The yield is 0.730. (3) The reactants are [CH3:1][C@@H:2]1[NH:7][C@@H:6]([CH3:8])[CH2:5][NH:4][C:3]1=[O:9].[CH2:10]=O.[BH4-].[Na+]. The catalyst is CO.ClCCl. The product is [CH3:1][C@@H:2]1[N:7]([CH3:10])[C@@H:6]([CH3:8])[CH2:5][NH:4][C:3]1=[O:9]. The yield is 0.390.